This data is from NCI-60 drug combinations with 297,098 pairs across 59 cell lines. The task is: Regression. Given two drug SMILES strings and cell line genomic features, predict the synergy score measuring deviation from expected non-interaction effect. (1) Drug 1: C1CCC(C1)C(CC#N)N2C=C(C=N2)C3=C4C=CNC4=NC=N3. Drug 2: C1CC(C1)(C(=O)O)C(=O)O.[NH2-].[NH2-].[Pt+2]. Cell line: MALME-3M. Synergy scores: CSS=28.3, Synergy_ZIP=-0.995, Synergy_Bliss=3.73, Synergy_Loewe=-0.373, Synergy_HSA=2.75. (2) Drug 1: C1=CC(=CC=C1CCC2=CNC3=C2C(=O)NC(=N3)N)C(=O)NC(CCC(=O)O)C(=O)O. Drug 2: CS(=O)(=O)OCCCCOS(=O)(=O)C. Cell line: UACC62. Synergy scores: CSS=10.1, Synergy_ZIP=-6.15, Synergy_Bliss=-2.90, Synergy_Loewe=-3.32, Synergy_HSA=-1.63. (3) Drug 1: CC1=C2C(C(=O)C3(C(CC4C(C3C(C(C2(C)C)(CC1OC(=O)C(C(C5=CC=CC=C5)NC(=O)C6=CC=CC=C6)O)O)OC(=O)C7=CC=CC=C7)(CO4)OC(=O)C)O)C)OC(=O)C. Drug 2: CCC1(C2=C(COC1=O)C(=O)N3CC4=CC5=C(C=CC(=C5CN(C)C)O)N=C4C3=C2)O.Cl. Cell line: SK-MEL-5. Synergy scores: CSS=43.4, Synergy_ZIP=-5.68, Synergy_Bliss=-6.99, Synergy_Loewe=-8.33, Synergy_HSA=-3.03. (4) Drug 1: COC1=CC(=CC(=C1O)OC)C2C3C(COC3=O)C(C4=CC5=C(C=C24)OCO5)OC6C(C(C7C(O6)COC(O7)C8=CC=CS8)O)O. Drug 2: C1CN(P(=O)(OC1)NCCCl)CCCl. Cell line: NCI-H522. Synergy scores: CSS=28.3, Synergy_ZIP=0.381, Synergy_Bliss=-0.478, Synergy_Loewe=-57.3, Synergy_HSA=0.199. (5) Drug 1: C1CCN(CC1)CCOC2=CC=C(C=C2)C(=O)C3=C(SC4=C3C=CC(=C4)O)C5=CC=C(C=C5)O. Drug 2: CCCCC(=O)OCC(=O)C1(CC(C2=C(C1)C(=C3C(=C2O)C(=O)C4=C(C3=O)C=CC=C4OC)O)OC5CC(C(C(O5)C)O)NC(=O)C(F)(F)F)O. Cell line: MDA-MB-231. Synergy scores: CSS=-0.223, Synergy_ZIP=-0.895, Synergy_Bliss=-3.68, Synergy_Loewe=-2.40, Synergy_HSA=-3.52. (6) Drug 1: CCC1(CC2CC(C3=C(CCN(C2)C1)C4=CC=CC=C4N3)(C5=C(C=C6C(=C5)C78CCN9C7C(C=CC9)(C(C(C8N6C)(C(=O)OC)O)OC(=O)C)CC)OC)C(=O)OC)O.OS(=O)(=O)O. Drug 2: C1C(C(OC1N2C=NC3=C2NC=NCC3O)CO)O. Cell line: SN12C. Synergy scores: CSS=5.20, Synergy_ZIP=-1.93, Synergy_Bliss=-2.59, Synergy_Loewe=-1.17, Synergy_HSA=-1.68. (7) Drug 1: CN(C)N=NC1=C(NC=N1)C(=O)N. Drug 2: CN(CC1=CN=C2C(=N1)C(=NC(=N2)N)N)C3=CC=C(C=C3)C(=O)NC(CCC(=O)O)C(=O)O. Cell line: DU-145. Synergy scores: CSS=22.8, Synergy_ZIP=-2.80, Synergy_Bliss=-6.52, Synergy_Loewe=-18.9, Synergy_HSA=-8.89. (8) Drug 1: C1CCN(CC1)CCOC2=CC=C(C=C2)C(=O)C3=C(SC4=C3C=CC(=C4)O)C5=CC=C(C=C5)O. Cell line: OVCAR-8. Drug 2: C1=NC2=C(N=C(N=C2N1C3C(C(C(O3)CO)O)F)Cl)N. Synergy scores: CSS=43.5, Synergy_ZIP=2.25, Synergy_Bliss=0.384, Synergy_Loewe=-20.1, Synergy_HSA=-0.827. (9) Drug 2: CN(CC1=CN=C2C(=N1)C(=NC(=N2)N)N)C3=CC=C(C=C3)C(=O)NC(CCC(=O)O)C(=O)O. Cell line: SR. Synergy scores: CSS=51.9, Synergy_ZIP=2.32, Synergy_Bliss=3.17, Synergy_Loewe=-26.8, Synergy_HSA=0.0111. Drug 1: C1=CN(C=N1)CC(O)(P(=O)(O)O)P(=O)(O)O.